From a dataset of Volume of distribution at steady state (VDss) regression data from Lombardo et al.. Regression/Classification. Given a drug SMILES string, predict its absorption, distribution, metabolism, or excretion properties. Task type varies by dataset: regression for continuous measurements (e.g., permeability, clearance, half-life) or binary classification for categorical outcomes (e.g., BBB penetration, CYP inhibition). For this dataset (vdss_lombardo), we predict log10(VDss) (log10 of volume of distribution in L/kg). (1) The log10(VDss) is -0.120. The compound is CN(CC(N)=O)C(=O)N(CCCl)N=O. (2) The molecule is O=C(c1ccc(F)cc1)C1CC[NH+](CCn2c(=O)[nH]c3ccccc3c2=O)CC1. The log10(VDss) is 0.590. (3) The molecule is CC1(C)CC1C(=O)N/C(=C\CCCCSCC([NH3+])C(=O)[O-])C(=O)[O-]. The log10(VDss) is -0.820. (4) The molecule is COC(=O)C1=C(C)NC(C)=C(C(=O)OC(C)C)C1c1cccc2nonc12. The log10(VDss) is 0.180. (5) The compound is CC(C)(C)NC(=O)C1CCC2C3CC=C4C=C(C(=O)[O-])CCC4(C)C3CCC12C. The log10(VDss) is -0.270. (6) The compound is Cc1cc(F)ccc1[C@H]1CNCCN1C(=O)N(C)[C@H](C)c1cc(C(F)(F)F)cc(C(F)(F)F)c1. The log10(VDss) is 0.580. (7) The molecule is CO/N=C(\C(=O)NC1C(=O)N2C(C(=O)[O-])=C(C[N+]3(C)CCCC3)CSC12)c1csc(N)n1. The log10(VDss) is -0.550.